From a dataset of Forward reaction prediction with 1.9M reactions from USPTO patents (1976-2016). Predict the product of the given reaction. (1) Given the reactants [F:1][C:2]1[CH:10]=[CH:9][C:8]2[N:7]([CH2:11][C:12]3[CH:20]=[CH:19][C:15]([C:16](O)=[O:17])=[CH:14][CH:13]=3)[C:6]3[CH:21]=[N:22][N:23]([CH:24]4[CH2:29][CH2:28][CH2:27][CH2:26][O:25]4)[C:5]=3[C:4]=2[CH:3]=1.[NH:30]1[CH2:35][CH2:34][O:33][CH2:32][CH2:31]1.C(Cl)CCl.C1C=CC2N(O)N=NC=2C=1.CCN(C(C)C)C(C)C, predict the reaction product. The product is: [F:1][C:2]1[CH:10]=[CH:9][C:8]2[N:7]([CH2:11][C:12]3[CH:20]=[CH:19][C:15]([C:16]([N:30]4[CH2:35][CH2:34][O:33][CH2:32][CH2:31]4)=[O:17])=[CH:14][CH:13]=3)[C:6]3[CH:21]=[N:22][N:23]([CH:24]4[CH2:29][CH2:28][CH2:27][CH2:26][O:25]4)[C:5]=3[C:4]=2[CH:3]=1. (2) Given the reactants Cl[C:2]1[N:7]=[C:6]([C:8]2[S:12][C:11]([NH:13][CH3:14])=[N:10][C:9]=2[C:15]2[CH:16]=[C:17]([NH:21][C:22](=[O:31])[C:23]3[C:28]([F:29])=[CH:27][CH:26]=[CH:25][C:24]=3[F:30])[CH:18]=[CH:19][CH:20]=2)[CH:5]=[CH:4][N:3]=1.[Cl:32][C:33]1[CH:34]=[C:35]([NH2:45])[CH:36]=[CH:37][C:38]=1[O:39][CH2:40][CH2:41][N:42]([CH3:44])[CH3:43], predict the reaction product. The product is: [Cl:32][C:33]1[CH:34]=[C:35]([NH:45][C:2]2[N:7]=[C:6]([C:8]3[S:12][C:11]([NH:13][CH3:14])=[N:10][C:9]=3[C:15]3[CH:16]=[C:17]([NH:21][C:22](=[O:31])[C:23]4[C:24]([F:30])=[CH:25][CH:26]=[CH:27][C:28]=4[F:29])[CH:18]=[CH:19][CH:20]=3)[CH:5]=[CH:4][N:3]=2)[CH:36]=[CH:37][C:38]=1[O:39][CH2:40][CH2:41][N:42]([CH3:43])[CH3:44].